From a dataset of NCI-60 drug combinations with 297,098 pairs across 59 cell lines. Regression. Given two drug SMILES strings and cell line genomic features, predict the synergy score measuring deviation from expected non-interaction effect. Drug 1: C1CC(=O)NC(=O)C1N2CC3=C(C2=O)C=CC=C3N. Drug 2: C1=CC(=CC=C1CCCC(=O)O)N(CCCl)CCCl. Cell line: NCIH23. Synergy scores: CSS=39.8, Synergy_ZIP=-4.61, Synergy_Bliss=-8.09, Synergy_Loewe=-13.5, Synergy_HSA=-5.77.